From a dataset of Forward reaction prediction with 1.9M reactions from USPTO patents (1976-2016). Predict the product of the given reaction. (1) Given the reactants [N+](=CC([O-])=O)=[N-].[Br:7][C:8]1[CH:13]=[CH:12][C:11]([C@H:14]2[CH2:16][C@H:15]2[C:17]([O:19]CC)=[O:18])=[CH:10][CH:9]=1.BrC1C=CC(C=C)=CC=1.[Li+].[OH-], predict the reaction product. The product is: [Br:7][C:8]1[CH:9]=[CH:10][C:11]([C@@H:14]2[CH2:16][C@H:15]2[C:17]([OH:19])=[O:18])=[CH:12][CH:13]=1. (2) Given the reactants [CH3:1][S:2]([C:5]1[CH:31]=[CH:30][C:8]([O:9][CH2:10][C:11]2[CH:16]=[CH:15][C:14]([CH:17]3[CH2:22][CH2:21][N:20]([C:23](OCCCC)=O)[CH2:19][CH2:18]3)=[CH:13][N:12]=2)=[CH:7][CH:6]=1)(=[O:4])=[O:3].[CH2:32]([C:35]1[CH:36]=[N:37]C(Br)=[N:39][CH:40]=1)[CH2:33][CH3:34], predict the reaction product. The product is: [CH3:1][S:2]([C:5]1[CH:31]=[CH:30][C:8]([O:9][CH2:10][C:11]2[CH:16]=[CH:15][C:14]([CH:17]3[CH2:22][CH2:21][N:20]([C:23]4[N:39]=[CH:40][C:35]([CH2:32][CH2:33][CH3:34])=[CH:36][N:37]=4)[CH2:19][CH2:18]3)=[CH:13][N:12]=2)=[CH:7][CH:6]=1)(=[O:4])=[O:3].